This data is from Full USPTO retrosynthesis dataset with 1.9M reactions from patents (1976-2016). The task is: Predict the reactants needed to synthesize the given product. (1) Given the product [CH3:18][S:19]([NH:22][C:23]1[CH:24]=[C:25]([NH:40][C:44](=[O:8])[O:51][C:47]([CH3:50])([CH3:49])[CH3:48])[CH:29]=[C:30]([N:32]2[CH2:33][CH2:34][O:35][CH2:36][CH2:37]2)[CH:31]=1)(=[O:20])=[O:21], predict the reactants needed to synthesize it. The reactants are: C1(P(N=[N+]=[N-])(C2C=CC=CC=2)=[O:8])C=CC=CC=1.[CH3:18][S:19]([NH:22][C:23]1[CH:24]=[C:25]([CH:29]=[C:30]([N:32]2[CH2:37][CH2:36][O:35][CH2:34][CH2:33]2)[CH:31]=1)C(O)=O)(=[O:21])=[O:20].CC[N:40]([CH:44](C)C)C(C)C.[C:47]([OH:51])([CH3:50])([CH3:49])[CH3:48]. (2) Given the product [F:25][C:23]1[CH:24]=[C:19]([C:17]2[CH:16]=[C:6]([CH3:5])[N:1]=[C:8]([C:7]#[N:4])[N:18]=2)[CH:20]=[C:21]([F:26])[CH:22]=1, predict the reactants needed to synthesize it. The reactants are: [N:1]12[CH2:8][CH2:7][N:4]([CH2:5][CH2:6]1)CC2.[C-]#N.[Na+].ClC1[N:18]=[C:17]([C:19]2[CH:24]=[C:23]([F:25])[CH:22]=[C:21]([F:26])[CH:20]=2)[CH:16]=C(C)N=1. (3) Given the product [Cl:1][C:2]1[N:7]2[N:8]=[C:9]([NH:11][C:14](=[O:21])[C:15]3[CH:20]=[CH:19][CH:18]=[N:17][CH:16]=3)[N:10]=[C:6]2[CH:5]=[C:4]([Cl:12])[CH:3]=1, predict the reactants needed to synthesize it. The reactants are: [Cl:1][C:2]1[N:7]2[N:8]=[C:9]([NH2:11])[N:10]=[C:6]2[CH:5]=[C:4]([Cl:12])[CH:3]=1.Cl.[C:14](Cl)(=[O:21])[C:15]1[CH:20]=[CH:19][CH:18]=[N:17][CH:16]=1. (4) Given the product [CH3:54][S:43]([C:3]1[CH:8]=[CH:7][CH:6]=[CH:5][C:4]=1[NH:9][C:10]1[N:15]2[N:16]=[CH:17][C:18]([C:19]([NH:21][S:22]([CH2:25][CH3:26])(=[O:23])=[O:24])=[O:20])=[C:14]2[N:13]=[CH:12][C:11]=1[C:27]([N:29]1[CH2:34][CH2:33][CH:32]([C:35]2[CH:40]=[CH:39][CH:38]=[CH:37][CH:36]=2)[CH2:31][CH2:30]1)=[O:28])(=[O:45])=[O:44], predict the reactants needed to synthesize it. The reactants are: CS[C:3]1[CH:8]=[CH:7][CH:6]=[CH:5][C:4]=1[NH:9][C:10]1[N:15]2[N:16]=[CH:17][C:18]([C:19]([NH:21][S:22]([CH2:25][CH3:26])(=[O:24])=[O:23])=[O:20])=[C:14]2[N:13]=[CH:12][C:11]=1[C:27]([N:29]1[CH2:34][CH2:33][CH:32]([C:35]2[CH:40]=[CH:39][CH:38]=[CH:37][CH:36]=2)[CH2:31][CH2:30]1)=[O:28].OO[S:43]([O-:45])=[O:44].[K+].S([O-])([O-])(=O)=S.[Na+].[Na+].[C:54](#N)C.